Dataset: Reaction yield outcomes from USPTO patents with 853,638 reactions. Task: Predict the reaction yield, written as a fraction of the theoretical maximum amount of product (1.0 means a 100% yield; for example, 0.34 means a 34% yield). (1) The reactants are [Cl-].O[NH3+:3].[C:4](=[O:7])([O-])[OH:5].[Na+].CS(C)=O.[O:13]=[C:14]1[C:19]([CH2:20][C:21]2[CH:26]=[CH:25][C:24]([C:27]3[C:28]([C:33]#[N:34])=[CH:29][CH:30]=[CH:31][CH:32]=3)=[CH:23][CH:22]=2)=[C:18]([CH2:35][CH2:36][CH3:37])[N:17]2[N:38]=[CH:39][N:40]=[C:16]2[N:15]1[C:41]1[CH:45]=[CH:44][S:43][CH:42]=1. The catalyst is C(OCC)(=O)C. The product is [O:7]=[C:4]1[O:5][N:3]=[C:33]([C:28]2[CH:29]=[CH:30][CH:31]=[CH:32][C:27]=2[C:24]2[CH:25]=[CH:26][C:21]([CH2:20][C:19]3[C:14](=[O:13])[N:15]([C:41]4[CH:45]=[CH:44][S:43][CH:42]=4)[C:16]4[N:17]([N:38]=[CH:39][N:40]=4)[C:18]=3[CH2:35][CH2:36][CH3:37])=[CH:22][CH:23]=2)[NH:34]1. The yield is 0.330. (2) The reactants are [Cl:1][C:2]1[CH:10]=[C:9]2[C:5]([CH:6]=[C:7]([CH:11]=[O:12])[NH:8]2)=[CH:4][CH:3]=1.[H-].[Na+].[CH:15](Br)([C:22]1[CH:27]=[CH:26][CH:25]=[CH:24][CH:23]=1)[C:16]1[CH:21]=[CH:20][CH:19]=[CH:18][CH:17]=1. The catalyst is CN(C=O)C.[N+](CCCC)(CCCC)(CCCC)CCCC.[I-]. The product is [CH:15]([N:8]1[C:9]2[C:5](=[CH:4][CH:3]=[C:2]([Cl:1])[CH:10]=2)[CH:6]=[C:7]1[CH:11]=[O:12])([C:16]1[CH:21]=[CH:20][CH:19]=[CH:18][CH:17]=1)[C:22]1[CH:27]=[CH:26][CH:25]=[CH:24][CH:23]=1. The yield is 0.400. (3) The reactants are [ClH:1].C(OC([NH:9][CH2:10][C@@H:11]([N:16]1[CH2:21][CH2:20][N:19]([S:22]([CH3:25])(=[O:24])=[O:23])[CH2:18][CH2:17]1)[C:12]([O:14][CH3:15])=[O:13])=O)(C)(C)C. The catalyst is C(O)(C)C.CO. The product is [ClH:1].[NH2:9][CH2:10][C@@H:11]([N:16]1[CH2:21][CH2:20][N:19]([S:22]([CH3:25])(=[O:24])=[O:23])[CH2:18][CH2:17]1)[C:12]([O:14][CH3:15])=[O:13]. The yield is 0.970. (4) The reactants are [C:1]([NH:5][C:6]1[CH:11]=[CH:10][C:9]([C:12]2[C:13]([O:19][CH3:20])=[N:14][C:15]([NH2:18])=[N:16][CH:17]=2)=[CH:8][C:7]=1[N+:21]([O-])=O)([CH3:4])([CH3:3])[CH3:2].C([O-])=O.[NH4+]. The catalyst is CO.[Zn]. The product is [NH2:18][C:15]1[N:14]=[C:13]([O:19][CH3:20])[C:12]([C:9]2[CH:8]=[C:7]([NH2:21])[C:6]([NH:5][C:1]([CH3:3])([CH3:2])[CH3:4])=[CH:11][CH:10]=2)=[CH:17][N:16]=1. The yield is 0.870. (5) The reactants are [NH:1]1[C:9]2[C:4](=[CH:5][C:6]([OH:10])=[CH:7][CH:8]=2)[CH:3]=[N:2]1.[Cl:11]N1C(=O)CCC1=O.O. The catalyst is O1CCCC1. The product is [Cl:11][C:5]1[C:6]([OH:10])=[CH:7][CH:8]=[C:9]2[C:4]=1[CH:3]=[N:2][NH:1]2. The yield is 0.860. (6) The reactants are [CH3:1][O:2][C:3]1[CH:4]=[C:5]([CH:7]=[CH:8][C:9]=1[O:10][CH3:11])[NH2:6].[Br:12][C:13]1[N:14]=[C:15](Br)[C:16]2[N:17]([CH:19]=[CH:20][N:21]=2)[CH:18]=1.C(N(CC)C(C)C)(C)C.CN([CH:35]=[O:36])C. No catalyst specified. The product is [Br:12][C:13]1[N:14]=[C:15]([NH:6][C:5]2[CH:7]=[C:8]([O:36][CH3:35])[C:9]([O:10][CH3:11])=[C:3]([O:2][CH3:1])[CH:4]=2)[C:16]2[N:17]([CH:19]=[CH:20][N:21]=2)[CH:18]=1. The yield is 0.740. (7) The reactants are Br[C:2]1[CH:7]=[CH:6][C:5]([C:8]2[NH:9][C:10](=[O:24])[C:11]3[N:16]([CH:17]4[CH2:22][CH2:21][CH2:20][CH2:19][CH2:18]4)[N:15]=[C:14]([CH3:23])[C:12]=3[N:13]=2)=[C:4]([O:25][CH2:26][CH3:27])[CH:3]=1.[NH:28]1[CH2:34][CH2:33][CH2:32][NH:31][CH2:30][CH2:29]1. No catalyst specified. The product is [CH:17]1([N:16]2[C:11]3[C:10](=[O:24])[NH:9][C:8]([C:5]4[CH:6]=[CH:7][C:2]([N:28]5[CH2:34][CH2:33][CH2:32][NH:31][CH2:30][CH2:29]5)=[CH:3][C:4]=4[O:25][CH2:26][CH3:27])=[N:13][C:12]=3[C:14]([CH3:23])=[N:15]2)[CH2:22][CH2:21][CH2:20][CH2:19][CH2:18]1. The yield is 0.620. (8) The reactants are P([O-])([O-])([O-])=O.[K+].[K+].[K+].O1CCOCC1.Br[C:16]1[CH:42]=[CH:41][C:19]([CH2:20][C:21]2[C:22](=[O:40])[N:23]([C:32]3[N:37]=[CH:36][C:35]([O:38][CH3:39])=[CH:34][N:33]=3)[C:24]([CH3:31])=[N:25][C:26]=2[CH2:27][CH2:28][CH2:29][CH3:30])=[CH:18][CH:17]=1.[C:43]([NH:47][S:48]([C:51]1[CH:56]=[CH:55][CH:54]=[CH:53][C:52]=1B(O)O)(=[O:50])=[O:49])([CH3:46])([CH3:45])[CH3:44]. The catalyst is CCCCCC.CC(C)=O.O. The product is [C:43]([NH:47][S:48]([C:51]1[C:52]([C:16]2[CH:42]=[CH:41][C:19]([CH2:20][C:21]3[C:22](=[O:40])[N:23]([C:32]4[N:37]=[CH:36][C:35]([O:38][CH3:39])=[CH:34][N:33]=4)[C:24]([CH3:31])=[N:25][C:26]=3[CH2:27][CH2:28][CH2:29][CH3:30])=[CH:18][CH:17]=2)=[CH:53][CH:54]=[CH:55][CH:56]=1)(=[O:50])=[O:49])([CH3:46])([CH3:44])[CH3:45]. The yield is 0.680. (9) The reactants are O[C:2]1[C:3]2[S:10][CH:9]=[C:8]([C:11]([O:13][CH3:14])=[O:12])[C:4]=2[N:5]=[CH:6][N:7]=1.P(Cl)(Cl)([Cl:17])=O. No catalyst specified. The product is [Cl:17][C:2]1[C:3]2[S:10][CH:9]=[C:8]([C:11]([O:13][CH3:14])=[O:12])[C:4]=2[N:5]=[CH:6][N:7]=1. The yield is 0.960. (10) The reactants are [CH3:1][O:2][C:3]1[CH:8]=[CH:7][CH:6]=[C:5]([CH3:9])[C:4]=1[NH2:10].[Br:11]N1C(=O)CCC1=O. The catalyst is C(#N)C. The product is [Br:11][C:7]1[CH:6]=[C:5]([CH3:9])[C:4]([NH2:10])=[C:3]([O:2][CH3:1])[CH:8]=1. The yield is 0.260.